This data is from Forward reaction prediction with 1.9M reactions from USPTO patents (1976-2016). The task is: Predict the product of the given reaction. (1) The product is: [N:24]([CH2:6][CH:7]1[CH2:10][CH:9]([S:11]([C:14]2[CH:19]=[CH:18][CH:17]=[C:16]([C:20]([F:23])([F:22])[F:21])[CH:15]=2)(=[O:13])=[O:12])[CH2:8]1)=[N+:25]=[N-:26]. Given the reactants CS(O[CH2:6][CH:7]1[CH2:10][CH:9]([S:11]([C:14]2[CH:19]=[CH:18][CH:17]=[C:16]([C:20]([F:23])([F:22])[F:21])[CH:15]=2)(=[O:13])=[O:12])[CH2:8]1)(=O)=O.[N-:24]=[N+:25]=[N-:26].[Na+], predict the reaction product. (2) Given the reactants [O:1]1[C:5]2[CH:6]=[CH:7][C:8]([CH2:10][N:11]3[C:20]([C:21](O)=[O:22])=[C:19]([C:24]4[CH:29]=[CH:28][CH:27]=[CH:26][CH:25]=4)[C:18]4[C:13](=[CH:14][CH:15]=[C:16]([Br:30])[CH:17]=4)[C:12]3=[O:31])=[CH:9][C:4]=2[O:3][CH2:2]1.[CH3:32][NH:33][CH3:34].C1COCC1, predict the reaction product. The product is: [CH3:32][N:33]([CH3:34])[C:21]([C:20]1[N:11]([CH2:10][C:8]2[CH:7]=[CH:6][C:5]3[O:1][CH2:2][O:3][C:4]=3[CH:9]=2)[C:12](=[O:31])[C:13]2[C:18]([C:19]=1[C:24]1[CH:29]=[CH:28][CH:27]=[CH:26][CH:25]=1)=[CH:17][C:16]([Br:30])=[CH:15][CH:14]=2)=[O:22]. (3) Given the reactants [C:1]([C:4]1[C:22](=[O:23])[C@@:8]2([CH3:24])[C:9]3[C:15]([OH:16])=[CH:14][C:13]([O:17][CH3:18])=[C:12]([C:19]([NH2:21])=[O:20])[C:10]=3[O:11][C:7]2=[CH:6][C:5]=1[OH:25])(=[O:3])[CH3:2].[F:26][C:27]1[CH:46]=[CH:45][CH:44]=[CH:43][C:28]=1[CH2:29][O:30][C:31]1[C:40]2[C:35](=[CH:36][CH:37]=[CH:38][CH:39]=2)[C:34]([CH:41]=O)=[CH:33][CH:32]=1.C([SiH](CC)CC)C.FC(F)(F)C(O)=O, predict the reaction product. The product is: [C:1]([C:4]1[C:22](=[O:23])[C@@:8]2([CH3:24])[C:9]3[C:15]([OH:16])=[CH:14][C:13]([O:17][CH3:18])=[C:12]([C:19]([NH:21][CH2:41][C:34]4[C:35]5[C:40](=[CH:39][CH:38]=[CH:37][CH:36]=5)[C:31]([O:30][CH2:29][C:28]5[CH:43]=[CH:44][CH:45]=[CH:46][C:27]=5[F:26])=[CH:32][CH:33]=4)=[O:20])[C:10]=3[O:11][C:7]2=[CH:6][C:5]=1[OH:25])(=[O:3])[CH3:2]. (4) The product is: [CH:1]1([C@@H:7]([CH3:12])[CH2:8][C:9]([Cl:16])=[O:10])[CH2:6][CH2:5][CH2:4][CH2:3][CH2:2]1. Given the reactants [C:1]1([C@@H:7]([CH3:12])[CH2:8][C:9](O)=[O:10])[CH:6]=[CH:5][CH:4]=[CH:3][CH:2]=1.C(Cl)(=O)C([Cl:16])=O.CN(C=O)C, predict the reaction product. (5) Given the reactants [CH3:1][C:2]1[C:7]([CH2:8][C:9]([O:11][CH3:12])=[O:10])=[C:6]([N:13]2[CH2:17][CH2:16][CH2:15][CH2:14]2)[N:5]=[C:4]([CH2:18][C:19]2[CH:24]=[CH:23][C:22]([N+:25]([O-])=O)=[CH:21][CH:20]=2)[N:3]=1, predict the reaction product. The product is: [NH2:25][C:22]1[CH:21]=[CH:20][C:19]([CH2:18][C:4]2[N:3]=[C:2]([CH3:1])[C:7]([CH2:8][C:9]([O:11][CH3:12])=[O:10])=[C:6]([N:13]3[CH2:14][CH2:15][CH2:16][CH2:17]3)[N:5]=2)=[CH:24][CH:23]=1. (6) Given the reactants [CH:1]1([C:4]([N:6]2[CH2:11][CH2:10][N:9]([C:12]3[N:19]=[C:18]([CH:20]4[CH2:22][CH2:21]4)[C:17](B4OC(C)(C)C(C)(C)O4)=[CH:16][C:13]=3[C:14]#[N:15])[CH2:8][C@H:7]2[CH:32]2[CH2:34][CH2:33]2)=[O:5])[CH2:3][CH2:2]1.[Cl:35][C:36]1[CH:41]=[N:40][CH:39]=[C:38](Cl)[N:37]=1.C([O-])([O-])=O.[K+].[K+], predict the reaction product. The product is: [Cl:35][C:36]1[N:37]=[C:38]([C:17]2[C:18]([CH:20]3[CH2:21][CH2:22]3)=[N:19][C:12]([N:9]3[CH2:10][CH2:11][N:6]([C:4]([CH:1]4[CH2:2][CH2:3]4)=[O:5])[C@H:7]([CH:32]4[CH2:34][CH2:33]4)[CH2:8]3)=[C:13]([CH:16]=2)[C:14]#[N:15])[CH:39]=[N:40][CH:41]=1. (7) The product is: [Br:1][C:2]1[CH:3]=[C:4]2[C:9](=[CH:10][CH:11]=1)[CH:8]=[C:7]([O:12][Si:13]([C:16]([CH3:19])([CH3:18])[CH3:17])([CH3:15])[CH3:14])[CH:6]=[CH:5]2. Given the reactants [Br:1][C:2]1[CH:3]=[C:4]2[C:9](=[CH:10][CH:11]=1)[CH:8]=[C:7]([OH:12])[CH:6]=[CH:5]2.[Si:13](Cl)([C:16]([CH3:19])([CH3:18])[CH3:17])([CH3:15])[CH3:14].N1C=CN=C1.O, predict the reaction product. (8) Given the reactants N1C2C(=C(N3CCN(CC4CCC5C(=CC=CC=5)N4)CC3)C=CC=2)C=C1.[F:27][C:28]1[CH:29]=[C:30]2[C:35](=[CH:36][CH:37]=1)[N:34]=[C:33]([CH2:38][N:39]1[CH2:44][CH2:43][N:42]([C:45]3[CH:50]=[CH:49][CH:48]=[CH:47][C:46]=3[O:51][CH2:52][C:53]([F:56])([F:55])[F:54])[CH2:41][CH2:40]1)[CH:32]=[CH:31]2, predict the reaction product. The product is: [F:27][C:28]1[CH:29]=[C:30]2[C:35](=[CH:36][CH:37]=1)[NH:34][CH:33]([CH2:38][N:39]1[CH2:44][CH2:43][N:42]([C:45]3[CH:50]=[CH:49][CH:48]=[CH:47][C:46]=3[O:51][CH2:52][C:53]([F:56])([F:54])[F:55])[CH2:41][CH2:40]1)[CH2:32][CH2:31]2. (9) The product is: [F:26][C:23]([F:24])([F:25])[S:20]([N-:19][S:16]([C:12]([F:13])([F:14])[F:15])(=[O:17])=[O:18])(=[O:21])=[O:22].[OH:2][CH2:3][CH2:4][N+:5]([CH3:10])([CH3:9])[CH2:6][CH2:7][CH3:8]. Given the reactants [Cl-].[OH:2][CH2:3][CH2:4][N+:5]1([CH3:10])[CH2:9][CH2:8][CH2:7][CH2:6]1.[Li+].[C:12]([S:16]([N-:19][S:20]([C:23]([F:26])([F:25])[F:24])(=[O:22])=[O:21])(=[O:18])=[O:17])([F:15])([F:14])[F:13], predict the reaction product. (10) Given the reactants [CH3:1][C:2]([CH3:7])([CH3:6])[C:3](Cl)=[O:4].[CH3:8][N:9]1[C:17]2([CH2:22][CH2:21][N:20]([C:23]([O:25][C:26]([CH3:29])([CH3:28])[CH3:27])=[O:24])[CH2:19][CH2:18]2)[C:13]2=[CH:14][CH:15]=[CH:16][N:12]2[CH2:11][CH2:10]1.C1CN2C(=NCCC2)C1.ClC(Cl)C, predict the reaction product. The product is: [CH3:1][C:2]([CH3:7])([CH3:6])[C:3]([C:16]1[N:12]2[CH2:11][CH2:10][N:9]([CH3:8])[C:17]3([CH2:22][CH2:21][N:20]([C:23]([O:25][C:26]([CH3:28])([CH3:27])[CH3:29])=[O:24])[CH2:19][CH2:18]3)[C:13]2=[CH:14][CH:15]=1)=[O:4].